This data is from Catalyst prediction with 721,799 reactions and 888 catalyst types from USPTO. The task is: Predict which catalyst facilitates the given reaction. (1) Reactant: [CH3:1][O:2][C:3]1[C:8]2[O:9][C:10]([C:12]([NH:14][NH:15][C:16](=[O:21])[C:17]([F:20])([F:19])[F:18])=O)=[CH:11][C:7]=2[CH:6]=[CH:5][CH:4]=1.S(Cl)(Cl)=O.CN(C=O)C. Product: [CH3:1][O:2][C:3]1[C:8]2[O:9][C:10]([C:12]3[O:21][C:16]([C:17]([F:18])([F:19])[F:20])=[N:15][N:14]=3)=[CH:11][C:7]=2[CH:6]=[CH:5][CH:4]=1. The catalyst class is: 26. (2) Reactant: C([O:3][C:4](=[O:28])[C:5]([O:15][C:16]1[CH:21]=[CH:20][C:19]([CH:22]2[CH2:27][CH2:26][CH2:25][CH2:24][CH2:23]2)=[CH:18][CH:17]=1)([CH3:14])[CH2:6][C:7]1[CH:12]=[CH:11][C:10](O)=[CH:9][CH:8]=1)C.[CH3:29][C:30]1[O:34][C:33]([C:35]2[CH:40]=[CH:39][CH:38]=[C:37]([C:41]3[S:42][CH:43]=[CH:44][CH:45]=3)[CH:36]=2)=[N:32][C:31]=1[CH2:46][CH2:47][O:48]S(C1C=CC(C)=CC=1)(=O)=O.C([O-])([O-])=O.[K+].[K+].[OH-].[Na+]. Product: [CH:22]1([C:19]2[CH:20]=[CH:21][C:16]([O:15][C:5]([CH3:14])([CH2:6][C:7]3[CH:8]=[CH:9][C:10]([O:48][CH2:47][CH2:46][C:31]4[N:32]=[C:33]([C:35]5[CH:40]=[CH:39][CH:38]=[C:37]([C:41]6[S:42][CH:43]=[CH:44][CH:45]=6)[CH:36]=5)[O:34][C:30]=4[CH3:29])=[CH:11][CH:12]=3)[C:4]([OH:28])=[O:3])=[CH:17][CH:18]=2)[CH2:27][CH2:26][CH2:25][CH2:24][CH2:23]1. The catalyst class is: 8. (3) Reactant: C=CC1C=CC=CC=1.[C:9]([O:14]C)(=[O:13])[C:10](C)=C.[C:16]([O:20][CH2:21][CH:22]([CH2:27]C)CCCC)(=[O:19])[CH:17]=C.C(O)(=O)C=C.S(OOS([O-])(=O)=O)([O-])(=O)=O.[K+].[K+].S([O-])(O)=O.[Na+].C(OCCCC)(=O)C=C. Product: [C:16]([O:20][CH2:21][CH:22]([O:14][C:9](=[O:13])[CH3:10])[CH3:27])(=[O:19])[CH3:17]. The catalyst class is: 6. (4) Reactant: [C:1]1([N:11]2[CH2:17][CH2:16][C:15]3[C:18]([OH:22])=[N:19][CH:20]=[N:21][C:14]=3[CH2:13][CH2:12]2)[C:10]2[C:5](=[CH:6][CH:7]=[CH:8][CH:9]=2)[CH:4]=[N:3][N:2]=1.N1C2CCNCCC=2C(O)=NC=1.[Cl:35]C1C2C(=CC=CC=2)C(Cl)=NN=1.CCN(CC)CC. Product: [Cl:35][C:4]1[C:5]2[C:10](=[CH:9][CH:8]=[CH:7][CH:6]=2)[C:1]([N:11]2[CH2:17][CH2:16][C:15]3[C:18]([OH:22])=[N:19][CH:20]=[N:21][C:14]=3[CH2:13][CH2:12]2)=[N:2][N:3]=1. The catalyst class is: 18. (5) Reactant: [Cl:1][C:2]1[CH:3]=[C:4]([CH:10]=[C:11]([CH:15]=[CH2:16])[C:12]=1[CH:13]=O)[C:5]([O:7][CH2:8][CH3:9])=[O:6].[CH3:17][N:18]([C@H:26]1[CH2:31][CH2:30][CH2:29][NH:28][CH2:27]1)[C:19](=[O:25])[O:20][C:21]([CH3:24])([CH3:23])[CH3:22]. Product: [Cl:1][C:2]1[CH:3]=[C:4]([CH:10]=[C:11]([CH:15]=[CH2:16])[C:12]=1[CH2:13][N:28]1[CH2:29][CH2:30][CH2:31][C@H:26]([N:18]([CH3:17])[C:19]([O:20][C:21]([CH3:23])([CH3:22])[CH3:24])=[O:25])[CH2:27]1)[C:5]([O:7][CH2:8][CH3:9])=[O:6]. The catalyst class is: 22. (6) Reactant: [CH2:1]([O:3][C:4](=[O:21])[CH2:5][CH:6]1[O:10][B:9]([OH:11])[C:8]2[CH:12]=[C:13]([OH:20])[CH:14]=[C:15]([CH2:16][N:17]=[N+:18]=[N-:19])[C:7]1=2)[CH3:2].Cl[C:23]1[CH:28]=[N:27][CH:26]=[CH:25][N:24]=1.C([O-])([O-])=O.[Cs+].[Cs+].Cl. Product: [CH2:1]([O:3][C:4](=[O:21])[CH2:5][CH:6]1[O:10][B:9]([OH:11])[C:8]2[CH:12]=[C:13]([O:20][C:23]3[CH:28]=[N:27][CH:26]=[CH:25][N:24]=3)[CH:14]=[C:15]([CH2:16][N:17]=[N+:18]=[N-:19])[C:7]1=2)[CH3:2]. The catalyst class is: 3.